Dataset: Full USPTO retrosynthesis dataset with 1.9M reactions from patents (1976-2016). Task: Predict the reactants needed to synthesize the given product. (1) Given the product [C:2]1([CH:1]2[C:10]([C:9]([O:15][CH3:16])=[O:14])=[C:11]([CH3:13])[NH:18][C:11]([CH3:13])=[C:10]2[C:9]([O:15][CH3:16])=[O:17])[CH:7]=[CH:6][CH:5]=[CH:4][CH:3]=1, predict the reactants needed to synthesize it. The reactants are: [CH:1](=O)[C:2]1[CH:7]=[CH:6][CH:5]=[CH:4][CH:3]=1.[C:9]([O:15][CH3:16])(=[O:14])[CH2:10][C:11]([CH3:13])=O.[OH-:17].[NH4+:18]. (2) Given the product [Br:29][C:6]1[CH:5]=[CH:4][C:3]([NH:8][C:9]2[C:10]([C:19]([OH:21])=[O:20])=[CH:11][C:12]3[O:16][CH:15]=[N:14][C:13]=3[C:17]=2[F:18])=[C:2]([Cl:1])[CH:7]=1, predict the reactants needed to synthesize it. The reactants are: [Cl:1][C:2]1[CH:7]=[CH:6][CH:5]=[CH:4][C:3]=1[NH:8][C:9]1[C:10]([C:19]([OH:21])=[O:20])=[CH:11][C:12]2[O:16][CH:15]=[N:14][C:13]=2[C:17]=1[F:18].C1C(=O)N([Br:29])C(=O)C1. (3) Given the product [OH:12][C:9]1[CH:10]=[CH:11][C:6]([O:5][CH3:4])=[C:7]([CH2:17][CH2:18][C:19]([O:21][CH2:22][CH3:23])=[O:20])[CH:8]=1, predict the reactants needed to synthesize it. The reactants are: C[O-].[Na+].[CH3:4][O:5][C:6]1[CH:11]=[CH:10][C:9]([O:12]C(OC)=O)=[CH:8][C:7]=1[CH2:17][CH2:18][C:19]([O:21][CH2:22][CH3:23])=[O:20]. (4) Given the product [F:1][C:2]1[CH:12]=[CH:11][C:5]([CH2:6][SiH:7]([Cl:9])[Cl:8])=[CH:4][CH:3]=1, predict the reactants needed to synthesize it. The reactants are: [F:1][C:2]1[CH:12]=[CH:11][C:5]([CH2:6][Si:7](Cl)([Cl:9])[Cl:8])=[CH:4][CH:3]=1.C[SiH](Cl)Cl.